Dataset: Reaction yield outcomes from USPTO patents with 853,638 reactions. Task: Predict the reaction yield, written as a fraction of the theoretical maximum amount of product (1.0 means a 100% yield; for example, 0.34 means a 34% yield). (1) The reactants are C([N:8]1[CH:13]2[CH2:14][O:15][CH2:16][CH:9]1[CH2:10][N:11]([S:17]([C:20]1[CH:25]=[CH:24][CH:23]=[CH:22][CH:21]=1)(=[O:19])=[O:18])[CH2:12]2)C1C=CC=CC=1.[H][H]. The catalyst is CCO.CO.[Pd]. The product is [C:20]1([S:17]([N:11]2[CH2:10][CH:9]3[NH:8][CH:13]([CH2:14][O:15][CH2:16]3)[CH2:12]2)(=[O:19])=[O:18])[CH:21]=[CH:22][CH:23]=[CH:24][CH:25]=1. The yield is 0.900. (2) The reactants are Cl.[CH2:2]([NH:6][CH2:7][C@@H:8]([C@H:10]([C@@H:12]([C@@H:14]([CH2:16][OH:17])[OH:15])[OH:13])[OH:11])[OH:9])[CH2:3][CH2:4][CH3:5].C(NC[C@@H]([C@H]([C@@H]([C@@H](CO)O)O)O)O)CCC. The catalyst is O. The product is [CH2:2]([NH:6][CH2:7][C@@H:8]1[O:9][C@:14]([OH:15])([CH2:16][OH:17])[C@@H:12]([OH:13])[C@@H:10]1[OH:11])[CH2:3][CH2:4][CH3:5]. The yield is 0.800. (3) The reactants are [CH3:1][S:2][C:3]1[N:8]=[CH:7][C:6]([C:9]2[S:10][C:11]3[CH:19]=[CH:18][CH:17]=[CH:16][C:12]=3[C:13](=[O:15])[N:14]=2)=[CH:5][CH:4]=1.ClC1C=CC=C(C(OO)=[O:28])C=1. The catalyst is C(Cl)(Cl)Cl. The product is [CH3:1][S:2]([C:3]1[N:8]=[CH:7][C:6]([C:9]2[S:10][C:11]3[CH:19]=[CH:18][CH:17]=[CH:16][C:12]=3[C:13](=[O:15])[N:14]=2)=[CH:5][CH:4]=1)=[O:28]. The yield is 0.280. (4) The reactants are N1CCCC1.[CH3:6][C:7]1[CH:22]=[CH:21][CH:20]=[CH:19][C:8]=1[CH2:9][S:10][C:11]1[CH:18]=[CH:17][C:14]([CH:15]=O)=[CH:13][CH:12]=1.[CH3:23][C:24]1([CH3:32])[O:31][C:29](=[O:30])[CH2:28][C:26](=[O:27])[O:25]1.C1(C)C=CC(S(O)(=O)=O)=CC=1. The catalyst is C(OCC)C. The product is [CH3:23][C:24]1([CH3:32])[O:31][C:29](=[O:30])[C:28](=[CH:15][C:14]2[CH:17]=[CH:18][C:11]([S:10][CH2:9][C:8]3[CH:19]=[CH:20][CH:21]=[CH:22][C:7]=3[CH3:6])=[CH:12][CH:13]=2)[C:26](=[O:27])[O:25]1. The yield is 0.540. (5) The reactants are C(N(CC)CC)C.[OH:8][CH:9]1[CH2:15][CH2:14][CH2:13][N:12]([C:16]([O:18][C:19]([CH3:22])([CH3:21])[CH3:20])=[O:17])[CH2:11][CH2:10]1.O. The catalyst is CS(C)=O. The product is [O:8]=[C:9]1[CH2:15][CH2:14][CH2:13][N:12]([C:16]([O:18][C:19]([CH3:22])([CH3:21])[CH3:20])=[O:17])[CH2:11][CH2:10]1. The yield is 0.810.